From a dataset of Catalyst prediction with 721,799 reactions and 888 catalyst types from USPTO. Predict which catalyst facilitates the given reaction. (1) Reactant: [Cl:1][C:2]1[N:6]=[C:5](Cl)[S:4][N:3]=1.Cl.[CH2:9]([C:11]1([C:17]([O:19][CH2:20][CH3:21])=[O:18])[CH2:16][CH2:15][NH:14][CH2:13][CH2:12]1)[CH3:10].C(N(CC)CC)C. Product: [Cl:1][C:2]1[N:6]=[C:5]([N:14]2[CH2:15][CH2:16][C:11]([CH2:9][CH3:10])([C:17]([O:19][CH2:20][CH3:21])=[O:18])[CH2:12][CH2:13]2)[S:4][N:3]=1. The catalyst class is: 1. (2) Reactant: [CH2:1]([C:8]1[S:12][C:11]([NH2:13])=[CH:10][C:9]=1[C:14]1[CH:19]=[CH:18][CH:17]=[CH:16][CH:15]=1)[C:2]1[CH:7]=[CH:6][CH:5]=[CH:4][CH:3]=1.[C:20]([O:23][CH2:24][CH2:25][CH2:26][C:27]1[CH:28]=[C:29]([C:35](=[O:41])[CH2:36][CH2:37][C:38](O)=[O:39])[CH:30]=[CH:31][C:32]=1[O:33][CH3:34])(=[O:22])[CH3:21].C1C=CC2N(O)N=NC=2C=1.CCN=C=NCCCN(C)C. Product: [C:20]([O:23][CH2:24][CH2:25][CH2:26][C:27]1[CH:28]=[C:29]([C:35](=[O:41])[CH2:36][CH2:37][C:38]([NH:13][C:11]2[S:12][C:8]([CH2:1][C:2]3[CH:3]=[CH:4][CH:5]=[CH:6][CH:7]=3)=[C:9]([C:14]3[CH:19]=[CH:18][CH:17]=[CH:16][CH:15]=3)[CH:10]=2)=[O:39])[CH:30]=[CH:31][C:32]=1[O:33][CH3:34])(=[O:22])[CH3:21]. The catalyst class is: 10. (3) Reactant: [Cl:1]N1C(=O)CCC1=O.[O:9]1[CH2:14][CH2:13][CH:12]([C:15]2[CH:20]=[CH:19][C:18]([OH:21])=[CH:17][C:16]=2[OH:22])[CH2:11][CH2:10]1. Product: [Cl:1][C:19]1[CH:20]=[C:15]([CH:12]2[CH2:11][CH2:10][O:9][CH2:14][CH2:13]2)[C:16]([OH:22])=[CH:17][C:18]=1[OH:21]. The catalyst class is: 4. (4) Reactant: [CH3:1][C:2]1[CH:3]=[CH:4][C:5]([O:10][CH2:11][C:12]2[CH:17]=[CH:16][C:15]([F:18])=[CH:14][CH:13]=2)=[C:6]([CH:9]=1)[CH:7]=[O:8].[CH:19]([C:21]([CH3:23])=[O:22])=[CH2:20].C(N(CC)CC)C. Product: [CH3:1][C:2]1[CH:3]=[CH:4][C:5]([O:10][CH2:11][C:12]2[CH:13]=[CH:14][C:15]([F:18])=[CH:16][CH:17]=2)=[C:6]([C:7](=[O:8])[CH2:20][CH2:19][C:21](=[O:22])[CH3:23])[CH:9]=1. The catalyst class is: 653. (5) Reactant: [Cl:1][C:2]1[CH:7]=[CH:6][CH:5]=[CH:4][C:3]=1[N:8]1[C:12]([O:13][C:14]2[CH:19]=[CH:18][CH:17]=[CH:16][C:15]=2[NH2:20])=[CH:11][C:10]([CH3:21])=[N:9]1.[CH3:22][O:23][C:24](=[O:34])[C:25]1[CH:30]=[CH:29][C:28]([N:31]=[C:32]=[O:33])=[CH:27][CH:26]=1. Product: [CH3:22][O:23][C:24](=[O:34])[C:25]1[CH:26]=[CH:27][C:28]([NH:31][C:32]([NH:20][C:15]2[CH:16]=[CH:17][CH:18]=[CH:19][C:14]=2[O:13][C:12]2[N:8]([C:3]3[CH:4]=[CH:5][CH:6]=[CH:7][C:2]=3[Cl:1])[N:9]=[C:10]([CH3:21])[CH:11]=2)=[O:33])=[CH:29][CH:30]=1. The catalyst class is: 7. (6) Reactant: [I:1][C:2]1[CH:3]=[C:4]2[C:8](=[CH:9][CH:10]=1)[NH:7][C:6](=[O:11])[C:5]2=O.[C:13]([C:15]1[CH:33]=[CH:32][C:18]([C:19]([NH:21][C:22]2[CH:27]=[CH:26][CH:25]=[C:24]([C:28]([NH:30][NH2:31])=[O:29])[CH:23]=2)=[O:20])=[CH:17][CH:16]=1)#[N:14]. Product: [C:13]([C:15]1[CH:16]=[CH:17][C:18]([C:19]([NH:21][C:22]2[CH:27]=[CH:26][CH:25]=[C:24]([C:28]([NH:30][N:31]=[C:5]3[C:4]4[C:8](=[CH:9][CH:10]=[C:2]([I:1])[CH:3]=4)[NH:7][C:6]3=[O:11])=[O:29])[CH:23]=2)=[O:20])=[CH:32][CH:33]=1)#[N:14]. The catalyst class is: 15. (7) Reactant: ClC(OCC)=O.[C:7]([O:11][C:12]([NH:14][C:15]([CH3:21])([CH3:20])[CH2:16][C:17](O)=[O:18])=[O:13])([CH3:10])([CH3:9])[CH3:8].C(N(CC)CC)C.[Li].Cl. Product: [C:7]([O:11][C:12](=[O:13])[NH:14][C:15]([CH3:21])([CH3:20])[CH2:16][CH2:17][OH:18])([CH3:10])([CH3:8])[CH3:9]. The catalyst class is: 83.